From a dataset of Catalyst prediction with 721,799 reactions and 888 catalyst types from USPTO. Predict which catalyst facilitates the given reaction. (1) Reactant: OC1C(OC)=C(OC)C(OC)=CC=1C(O)=O.COC1C=CC(OC)=C(OC)C=1OC.O=P12OP3(OP(OP(O3)(O1)=O)(=O)O2)=O.O[C:46]1[C:67]([O:68][CH3:69])=[C:66]([O:70][CH3:71])[C:65]([O:72][CH3:73])=[CH:64][C:47]=1[C:48]([C:50]1[CH:55]=[C:54]([O:56][CH3:57])[C:53]([O:58][CH3:59])=[C:52]([O:60][CH3:61])[C:51]=1[O:62]C)=[O:49]. The catalyst class is: 501. Product: [CH3:57][O:56][C:54]1[C:53]([O:58][CH3:59])=[C:52]([O:60][CH3:61])[C:51]2[O:62][C:64]3[C:47](=[CH:46][C:67]([O:68][CH3:69])=[C:66]([O:70][CH3:71])[C:65]=3[O:72][CH3:73])[C:48](=[O:49])[C:50]=2[CH:55]=1. (2) Reactant: C[O:2][C:3](=O)[C:4]1[C:9]([N:10]2[C:14](=[O:15])[N:13]([CH3:16])[N:12]=[N:11]2)=[CH:8][CH:7]=[C:6]([F:17])[C:5]=1[CH3:18].O1CCCC1.C([BH-](CC)CC)C.[Li+].Cl. Product: [OH:2][CH2:3][C:4]1[C:5]([CH3:18])=[C:6]([F:17])[CH:7]=[CH:8][C:9]=1[N:10]1[C:14](=[O:15])[N:13]([CH3:16])[N:12]=[N:11]1. The catalyst class is: 6. (3) Reactant: C([O:3][C:4](=[O:30])[CH2:5][NH:6][C:7]([C:9]1[N:14]=[C:13]([OH:15])[C:12]([C:16](=[O:29])[NH:17][CH2:18][C:19]2[C:28]3[C:23](=[CH:24][CH:25]=[CH:26][CH:27]=3)[CH:22]=[CH:21][CH:20]=2)=[CH:11][N:10]=1)=[O:8])C. Product: [OH:15][C:13]1[C:12]([C:16](=[O:29])[NH:17][CH2:18][C:19]2[C:28]3[C:23](=[CH:24][CH:25]=[CH:26][CH:27]=3)[CH:22]=[CH:21][CH:20]=2)=[CH:11][N:10]=[C:9]([C:7]([NH:6][CH2:5][C:4]([OH:30])=[O:3])=[O:8])[N:14]=1. The catalyst class is: 500. (4) Reactant: [C:1]1([CH:7]2[S:12][C:11]3=[N:13][CH:14]=[CH:15][N:10]3[N:9]=[C:8]2[C:16]2[CH:17]=[CH:18][C:19]3[O:24][CH2:23][C:22](=[O:25])[NH:21][C:20]=3[CH:26]=2)[CH:6]=[CH:5][CH:4]=[CH:3][CH:2]=1.ClC1C=CC=C([C:34](OO)=[O:35])C=1. Product: [CH3:34][O:35][C:7]1([C:1]2[CH:2]=[CH:3][CH:4]=[CH:5][CH:6]=2)[S:12][C:11]2=[N:13][CH:14]=[CH:15][N:10]2[N:9]=[C:8]1[C:16]1[CH:17]=[CH:18][C:19]2[O:24][CH2:23][C:22](=[O:25])[NH:21][C:20]=2[CH:26]=1. The catalyst class is: 5. (5) Reactant: [F:1][C:2]1[CH:3]=[C:4]([CH:20]=[CH:21][C:22]=1[NH:23][C:24]([NH:26][C:27]1[CH:32]=[C:31]([CH3:33])[CH:30]=[CH:29][C:28]=1[F:34])=[O:25])[O:5][C:6]1[CH:11]=[CH:10][N:9]=[C:8]([C:12]2[NH:16][CH:15]=[C:14]([C:17](O)=[O:18])[CH:13]=2)[CH:7]=1.CN(C(ON1N=NC2C=CC=NC1=2)=[N+](C)C)C.F[P-](F)(F)(F)(F)F.C(N(CC)C(C)C)(C)C.[N:68]1([C:74]([O:76][C:77]([CH3:80])([CH3:79])[CH3:78])=[O:75])[CH2:73][CH2:72][NH:71][CH2:70][CH2:69]1.Cl. Product: [F:1][C:2]1[CH:3]=[C:4]([CH:20]=[CH:21][C:22]=1[NH:23][C:24]([NH:26][C:27]1[CH:32]=[C:31]([CH3:33])[CH:30]=[CH:29][C:28]=1[F:34])=[O:25])[O:5][C:6]1[CH:11]=[CH:10][N:9]=[C:8]([C:12]2[NH:16][CH:15]=[C:14]([C:17]([N:71]3[CH2:72][CH2:73][N:68]([C:74]([O:76][C:77]([CH3:80])([CH3:79])[CH3:78])=[O:75])[CH2:69][CH2:70]3)=[O:18])[CH:13]=2)[CH:7]=1. The catalyst class is: 18. (6) Reactant: [NH2:1][CH:2]1[CH2:11][CH2:10][C:5]2([O:9][CH2:8][CH2:7][O:6]2)[CH2:4][CH:3]1[C:12]([O:14][CH2:15][CH3:16])=[O:13].CCN(CC)CC.[CH2:24]([S:26](Cl)(=[O:28])=[O:27])[CH3:25].C([O-])(O)=O.[Na+]. Product: [CH2:24]([S:26]([NH:1][CH:2]1[CH2:11][CH2:10][C:5]2([O:9][CH2:8][CH2:7][O:6]2)[CH2:4][CH:3]1[C:12]([O:14][CH2:15][CH3:16])=[O:13])(=[O:28])=[O:27])[CH3:25]. The catalyst class is: 1. (7) Reactant: Cl[C:2]1[N:3]=[N:4][C:5]([CH3:8])=[CH:6][CH:7]=1.[CH3:9][S:10]([C:13]1[CH:18]=[CH:17][C:16](B(O)O)=[CH:15][CH:14]=1)(=[O:12])=[O:11].C(=O)([O-])[O-].[K+].[K+]. Product: [CH3:8][C:5]1[N:4]=[N:3][C:2]([C:16]2[CH:17]=[CH:18][C:13]([S:10]([CH3:9])(=[O:12])=[O:11])=[CH:14][CH:15]=2)=[CH:7][CH:6]=1. The catalyst class is: 70.